From a dataset of Forward reaction prediction with 1.9M reactions from USPTO patents (1976-2016). Predict the product of the given reaction. (1) Given the reactants F[C:2]1[CH:7]=[C:6]([F:8])[CH:5]=[CH:4][C:3]=1[C:9]1[N:14]=[CH:13][N:12]=[C:11]([NH:15][C:16]2[CH:17]=[C:18]([CH:29]=[CH:30][CH:31]=2)[CH2:19][S:20](=[N:23]C(=O)OCC)([CH3:22])=[O:21])[N:10]=1.[Cl:32][C:33]1[CH:34]=[C:35]([CH2:40][OH:41])[CH:36]=[CH:37][C:38]=1[F:39], predict the reaction product. The product is: [Cl:32][C:33]1[CH:34]=[C:35]([CH:36]=[CH:37][C:38]=1[F:39])[CH2:40][O:41][C:2]1[CH:7]=[C:6]([F:8])[CH:5]=[CH:4][C:3]=1[C:9]1[N:14]=[CH:13][N:12]=[C:11]([NH:15][C:16]2[CH:31]=[CH:30][CH:29]=[C:18]([CH2:19][S:20]([CH3:22])(=[NH:23])=[O:21])[CH:17]=2)[N:10]=1. (2) Given the reactants [CH:1]([O:4][C:5](=[O:22])[C:6]1[CH:11]=[CH:10][C:9]([CH2:12][C:13]([C:15]2[CH:20]=[CH:19][C:18]([F:21])=[CH:17][CH:16]=2)=[O:14])=[CH:8][CH:7]=1)([CH3:3])[CH3:2].[H-].[Na+].[CH2:25](Br)[CH:26]=[CH:27][C:28]1[CH:33]=[CH:32][CH:31]=[CH:30][CH:29]=1.C([O-])(=O)C.[NH4+], predict the reaction product. The product is: [CH:1]([O:4][C:5](=[O:22])[C:6]1[CH:11]=[CH:10][C:9]([CH:12]([C:13](=[O:14])[C:15]2[CH:16]=[CH:17][C:18]([F:21])=[CH:19][CH:20]=2)[CH2:25]/[CH:26]=[CH:27]/[C:28]2[CH:33]=[CH:32][CH:31]=[CH:30][CH:29]=2)=[CH:8][CH:7]=1)([CH3:3])[CH3:2]. (3) Given the reactants [S-:1][C:2]#[N:3].[NH4+].[Br:5][C:6]1[CH:7]=[C:8]2[C:12](=[CH:13][CH:14]=1)[NH:11][N:10]=[C:9]2[NH2:15], predict the reaction product. The product is: [Br:5][C:6]1[CH:7]=[C:8]2[C:12](=[CH:13][CH:14]=1)[NH:11][N:10]=[C:9]2[NH:15][C:2]([NH2:3])=[S:1]. (4) Given the reactants [OH:1][C:2]1[CH:3]=[C:4]2[C:9](=[CH:10][CH:11]=1)[NH:8][C:7](=[O:12])[CH2:6][CH2:5]2.C(=O)([O-])[O-].[Cs+].[Cs+].Br[CH2:20][CH2:21][CH2:22][Cl:23], predict the reaction product. The product is: [Cl:23][CH2:22][CH2:21][CH2:20][O:1][C:2]1[CH:3]=[C:4]2[C:9](=[CH:10][CH:11]=1)[NH:8][C:7](=[O:12])[CH2:6][CH2:5]2.